From a dataset of Reaction yield outcomes from USPTO patents with 853,638 reactions. Predict the reaction yield, written as a fraction of the theoretical maximum amount of product (1.0 means a 100% yield; for example, 0.34 means a 34% yield). (1) The product is [F:15][C:12]([F:13])([F:14])[C:11]([NH:31][C:27]1([C:23]2[CH:24]=[CH:25][C:26]([N+:1]([O-:4])=[O:2])=[C:21]([O:20][CH3:19])[CH:22]=2)[CH2:30][CH2:29][CH2:28]1)=[O:16]. The reactants are [N+:1]([O-:4])([O-])=[O:2].[K+].[F:13][C:12]([F:15])([F:14])[C:11](O[C:11](=[O:16])[C:12]([F:15])([F:14])[F:13])=[O:16].[CH3:19][O:20][C:21]1[CH:22]=[C:23]([C:27]2([NH2:31])[CH2:30][CH2:29][CH2:28]2)[CH:24]=[CH:25][CH:26]=1.C([O-])([O-])=O.[Na+].[Na+]. The yield is 0.260. The catalyst is C(#N)C. (2) The reactants are [O:1]=[C:2]1[C@@H:8]([NH:9]C(=O)OC(C)(C)C)[CH2:7][CH2:6][S:5][C@H:4]2[CH2:17][CH2:18][CH2:19][C@@H:20]([C:21](=[O:28])[NH:22][C:23]3[S:24][CH:25]=[CH:26][N:27]=3)[N:3]12.[ClH:29]. The catalyst is O1CCOCC1. The product is [ClH:29].[NH2:9][C@H:8]1[CH2:7][CH2:6][S:5][C@H:4]2[CH2:17][CH2:18][CH2:19][C@@H:20]([C:21]([NH:22][C:23]3[S:24][CH:25]=[CH:26][N:27]=3)=[O:28])[N:3]2[C:2]1=[O:1]. The yield is 1.00. (3) The reactants are [C:1]1([C:11]([C:13]2[CH:18]=[CH:17][CH:16]=[CH:15][CH:14]=2)=[O:12])[C:10]2[C:5](=[CH:6][CH:7]=[CH:8][CH:9]=2)[CH:4]=[CH:3][CH:2]=1.[BH4-].[Na+]. The catalyst is C(O)C. The product is [C:1]1([CH:11]([C:13]2[CH:18]=[CH:17][CH:16]=[CH:15][CH:14]=2)[OH:12])[C:10]2[C:5](=[CH:6][CH:7]=[CH:8][CH:9]=2)[CH:4]=[CH:3][CH:2]=1. The yield is 0.790. (4) The reactants are [OH-].[Li+].[F:3][CH:4]([F:29])[C:5]1[N:6]([C:17]2[C:26]3[C:21](=[CH:22][CH:23]=[CH:24][CH:25]=3)[C:20]([CH2:27][CH3:28])=[CH:19][CH:18]=2)[C:7]([S:10][CH2:11][C:12]([O:14]CC)=[O:13])=[N:8][N:9]=1. The catalyst is C1COCC1.O. The product is [F:29][CH:4]([F:3])[C:5]1[N:6]([C:17]2[C:26]3[C:21](=[CH:22][CH:23]=[CH:24][CH:25]=3)[C:20]([CH2:27][CH3:28])=[CH:19][CH:18]=2)[C:7]([S:10][CH2:11][C:12]([OH:14])=[O:13])=[N:8][N:9]=1. The yield is 0.990. (5) The reactants are [C:1]([OH:22])(=[O:21])[CH2:2][CH2:3][CH2:4][CH2:5][CH2:6][CH2:7][CH2:8][CH2:9][CH2:10][CH2:11][CH2:12][CH2:13][CH2:14][CH2:15][CH2:16][CH2:17][C:18]([OH:20])=[O:19].[C:23](OC(O[C:23]([CH3:26])([CH3:25])[CH3:24])N(C)C)([CH3:26])([CH3:25])[CH3:24]. The catalyst is C1(C)C=CC=CC=1. The product is [C:23]([O:19][C:18](=[O:20])[CH2:17][CH2:16][CH2:15][CH2:14][CH2:13][CH2:12][CH2:11][CH2:10][CH2:9][CH2:8][CH2:7][CH2:6][CH2:5][CH2:4][CH2:3][CH2:2][C:1]([OH:22])=[O:21])([CH3:26])([CH3:25])[CH3:24]. The yield is 0.574. (6) The reactants are B1C2CCCC1CCC2.[CH2:10]([N:13]1[C:25]2[CH:24]=[CH:23][CH:22]=[CH:21][C:20]=2[C:19]2[C:14]1=[CH:15][CH:16]=[CH:17][CH:18]=2)[CH:11]=[CH2:12].[Br:26][C:27]1[CH:32]=[C:31](Br)[CH:30]=[C:29]([Br:34])[CH:28]=1.C([O-])([O-])=O.[K+].[K+]. The catalyst is C1COCC1.C1C=CC([P]([Pd]([P](C2C=CC=CC=2)(C2C=CC=CC=2)C2C=CC=CC=2)([P](C2C=CC=CC=2)(C2C=CC=CC=2)C2C=CC=CC=2)[P](C2C=CC=CC=2)(C2C=CC=CC=2)C2C=CC=CC=2)(C2C=CC=CC=2)C2C=CC=CC=2)=CC=1.O. The product is [CH:24]1[C:25]2[N:13]([CH2:10][CH2:11][CH2:12][C:31]3[CH:32]=[C:27]([Br:26])[CH:28]=[C:29]([Br:34])[CH:30]=3)[C:14]3[C:19](=[CH:18][CH:17]=[CH:16][CH:15]=3)[C:20]=2[CH:21]=[CH:22][CH:23]=1. The yield is 0.840. (7) The reactants are [C:1]1([C@@H:7]2[NH:11][C@H:10]([CH2:12][O:13][C:14]3[CH:23]=[CH:22][C:17]([C:18]([O:20][CH3:21])=[O:19])=[CH:16][CH:15]=3)[CH2:9][CH2:8]2)[CH:6]=[CH:5][CH:4]=[CH:3][CH:2]=1.[Br:24][C:25]1[CH:30]=[CH:29][CH:28]=[CH:27][C:26]=1[NH:31][C:32](=[O:46])[NH:33][C:34]1[CH:39]=[CH:38][C:37]([CH2:40][C:41](O)=[O:42])=[CH:36][C:35]=1[O:44][CH3:45].CCN=C=NCCCN(C)C.Cl.O. The catalyst is CN(C=O)C. The product is [Br:24][C:25]1[CH:30]=[CH:29][CH:28]=[CH:27][C:26]=1[NH:31][C:32](=[O:46])[NH:33][C:34]1[CH:39]=[CH:38][C:37]([CH2:40][C:41]([N:11]2[C@@H:7]([C:1]3[CH:2]=[CH:3][CH:4]=[CH:5][CH:6]=3)[CH2:8][CH2:9][C@H:10]2[CH2:12][O:13][C:14]2[CH:15]=[CH:16][C:17]([C:18]([O:20][CH3:21])=[O:19])=[CH:22][CH:23]=2)=[O:42])=[CH:36][C:35]=1[O:44][CH3:45]. The yield is 0.910.